From a dataset of Peptide-MHC class I binding affinity with 185,985 pairs from IEDB/IMGT. Regression. Given a peptide amino acid sequence and an MHC pseudo amino acid sequence, predict their binding affinity value. This is MHC class I binding data. (1) The peptide sequence is KQRKVQALF. The MHC is HLA-A11:01 with pseudo-sequence HLA-A11:01. The binding affinity (normalized) is 0. (2) The peptide sequence is TALGNHIYNR. The MHC is Mamu-B8301 with pseudo-sequence Mamu-B8301. The binding affinity (normalized) is 0.535.